From a dataset of Retrosynthesis with 50K atom-mapped reactions and 10 reaction types from USPTO. Predict the reactants needed to synthesize the given product. Given the product CCC(=O)COc1cc(N)c(Cl)cc1C(=O)NCCN(CC)CC, predict the reactants needed to synthesize it. The reactants are: CCC(=O)CBr.CCN(CC)CCNC(=O)c1cc(Cl)c(N)cc1O.